Dataset: Catalyst prediction with 721,799 reactions and 888 catalyst types from USPTO. Task: Predict which catalyst facilitates the given reaction. (1) Reactant: [CH3:1][CH:2]1[CH2:7][CH2:6][N:5]([C:8]2[C:9]([N+:21]([O-])=O)=[N:10][CH:11]=[C:12]([N:14]3[CH2:19][CH2:18][N:17]([CH3:20])[CH2:16][CH2:15]3)[CH:13]=2)[CH2:4][CH2:3]1.[C:24]([C:26]1[O:30][C:29]([C:31](Cl)=[O:32])=[CH:28][CH:27]=1)#[N:25].C(C1OC(C(O)=O)=CC=1)#N. Product: [CH3:1][CH:2]1[CH2:7][CH2:6][N:5]([C:8]2[C:9]([NH:21][C:31]([C:29]3[O:30][C:26]([C:24]#[N:25])=[CH:27][CH:28]=3)=[O:32])=[N:10][CH:11]=[C:12]([N:14]3[CH2:19][CH2:18][N:17]([CH3:20])[CH2:16][CH2:15]3)[CH:13]=2)[CH2:4][CH2:3]1. The catalyst class is: 3. (2) Reactant: [F:1][C:2]1[CH:3]=[C:4]2[C:8](=[CH:9][C:10]=1[O:11][CH3:12])[NH:7][C:6]([C:13]1[CH:14]=[N:15][CH:16]=[CH:17][CH:18]=1)=[C:5]2[CH:19](O)[C:20]1[N:25]=[C:24]([C:26]([O:28][CH2:29][CH3:30])=[O:27])[CH:23]=[CH:22][CH:21]=1.C([SiH](CC)CC)C.FC(F)(F)C(O)=O.C(=O)([O-])O.[Na+]. Product: [F:1][C:2]1[CH:3]=[C:4]2[C:8](=[CH:9][C:10]=1[O:11][CH3:12])[NH:7][C:6]([C:13]1[CH:14]=[N:15][CH:16]=[CH:17][CH:18]=1)=[C:5]2[CH2:19][C:20]1[N:25]=[C:24]([C:26]([O:28][CH2:29][CH3:30])=[O:27])[CH:23]=[CH:22][CH:21]=1. The catalyst class is: 2. (3) Reactant: [F:1][C:2]1[CH:7]=[CH:6][CH:5]=[C:4]([F:8])[C:3]=1[NH:9][C:10]([C:12]1[CH:16]=[CH:15][N:14]([CH2:17][C:18]2[CH:23]=[CH:22][CH:21]=[CH:20][C:19]=2[OH:24])[N:13]=1)=[O:11].C(=O)([O-])[O-].[K+].[K+].Br[CH2:32][CH:33]1[CH2:36][CH2:35][CH2:34]1. Product: [CH:33]1([CH2:32][O:24][C:19]2[CH:20]=[CH:21][CH:22]=[CH:23][C:18]=2[CH2:17][N:14]2[CH:15]=[CH:16][C:12]([C:10]([NH:9][C:3]3[C:2]([F:1])=[CH:7][CH:6]=[CH:5][C:4]=3[F:8])=[O:11])=[N:13]2)[CH2:36][CH2:35][CH2:34]1. The catalyst class is: 3. (4) Reactant: [C:1]([O:5][C:6]([NH:8][CH2:9][C@H:10]1[CH2:15][CH2:14][C@H:13]([C:16]([NH:18][C@@H:19]([CH2:23][C:24]2[CH:29]=[CH:28][C:27]([C:30]3[CH:35]=[CH:34][C:33]([C:36](=[O:51])[NH:37][CH:38]4[CH2:43][CH2:42][N:41]([C:44]([O:46][C:47]([CH3:50])([CH3:49])[CH3:48])=[O:45])[CH2:40][CH2:39]4)=[CH:32][C:31]=3[CH3:52])=[CH:26][CH:25]=2)[C:20](O)=[O:21])=[O:17])[CH2:12][CH2:11]1)=[O:7])([CH3:4])([CH3:3])[CH3:2].Cl.[F:54][C:55]([F:70])([C:60]1[NH:64][C:63]2[CH:65]=[CH:66][C:67]([NH2:69])=[CH:68][C:62]=2[N:61]=1)[C:56]([F:59])([F:58])[F:57].C(N(CC)C(C)C)(C)C.F[P-](F)(F)(F)(F)F.CN(C(ON1C2=NC=CC=C2N=N1)=[N+](C)C)C. Product: [C:1]([O:5][C:6]([NH:8][CH2:9][C@H:10]1[CH2:15][CH2:14][C@H:13]([C:16]([NH:18][C@H:19]([C:20](=[O:21])[NH:69][C:67]2[CH:66]=[CH:65][C:63]3[NH:64][C:60]([C:55]([F:54])([F:70])[C:56]([F:59])([F:58])[F:57])=[N:61][C:62]=3[CH:68]=2)[CH2:23][C:24]2[CH:29]=[CH:28][C:27]([C:30]3[CH:35]=[CH:34][C:33]([C:36]([NH:37][CH:38]4[CH2:39][CH2:40][N:41]([C:44]([O:46][C:47]([CH3:50])([CH3:49])[CH3:48])=[O:45])[CH2:42][CH2:43]4)=[O:51])=[CH:32][C:31]=3[CH3:52])=[CH:26][CH:25]=2)=[O:17])[CH2:12][CH2:11]1)=[O:7])([CH3:3])([CH3:2])[CH3:4]. The catalyst class is: 9. (5) Reactant: [CH2:1]([O:8][C:9]1[CH:14]=[CH:13][N:12]=[C:11]([O:15][CH2:16][CH3:17])[CH:10]=1)[C:2]1[CH:7]=[CH:6][CH:5]=[CH:4][CH:3]=1.C1C(=O)N([Br:25])C(=O)C1. Product: [CH2:1]([O:8][C:9]1[C:14]([Br:25])=[CH:13][N:12]=[C:11]([O:15][CH2:16][CH3:17])[CH:10]=1)[C:2]1[CH:3]=[CH:4][CH:5]=[CH:6][CH:7]=1. The catalyst class is: 23. (6) Reactant: [F:1][C:2]1[CH:3]=[CH:4][C:5]2[N:9]=[C:8]([C@@H:10]([NH:12][CH3:13])[CH3:11])[N:7]([C:14]3[CH:19]=[CH:18][CH:17]=[CH:16][CH:15]=3)[C:6]=2[CH:20]=1.Cl[C:22]1[N:30]=[CH:29][N:28]=[C:27]2[C:23]=1[N:24]=[CH:25][N:26]2C1CCCCO1.CCN(C(C)C)C(C)C. Product: [F:1][C:2]1[CH:3]=[CH:4][C:5]2[N:9]=[C:8]([C@@H:10]([N:12]([CH3:13])[C:22]3[N:30]=[CH:29][N:28]=[C:27]4[C:23]=3[N:24]=[CH:25][NH:26]4)[CH3:11])[N:7]([C:14]3[CH:15]=[CH:16][CH:17]=[CH:18][CH:19]=3)[C:6]=2[CH:20]=1. The catalyst class is: 51. (7) Reactant: Cl.[NH2:2][CH:3]([CH:5]([C:14]1[CH:19]=[CH:18][C:17]([Cl:20])=[CH:16][CH:15]=1)[CH2:6][C:7]1[CH:12]=[CH:11][C:10]([Cl:13])=[CH:9][CH:8]=1)[CH3:4].C(N(C(C)C)CC)(C)C.[C:30]([S:34](Cl)=[O:35])([CH3:33])([CH3:32])[CH3:31].C([Mg]Cl)(C)(C)C. Product: [Cl:20][C:17]1[CH:16]=[CH:15][C:14]([CH:5]([CH2:6][C:7]2[CH:12]=[CH:11][C:10]([Cl:13])=[CH:9][CH:8]=2)[CH:3]([NH:2][S:34]([C:30]([CH3:33])([CH3:32])[CH3:31])=[O:35])[CH3:4])=[CH:19][CH:18]=1. The catalyst class is: 2.